Dataset: NCI-60 drug combinations with 297,098 pairs across 59 cell lines. Task: Regression. Given two drug SMILES strings and cell line genomic features, predict the synergy score measuring deviation from expected non-interaction effect. (1) Drug 1: CC1=C(C=C(C=C1)NC(=O)C2=CC=C(C=C2)CN3CCN(CC3)C)NC4=NC=CC(=N4)C5=CN=CC=C5. Drug 2: C1CN(P(=O)(OC1)NCCCl)CCCl. Cell line: PC-3. Synergy scores: CSS=-8.67, Synergy_ZIP=5.77, Synergy_Bliss=4.18, Synergy_Loewe=-2.22, Synergy_HSA=-3.22. (2) Drug 1: C1=CC(=C2C(=C1NCCNCCO)C(=O)C3=C(C=CC(=C3C2=O)O)O)NCCNCCO. Drug 2: C1=NC2=C(N1)C(=S)N=CN2. Cell line: HCC-2998. Synergy scores: CSS=27.5, Synergy_ZIP=-7.15, Synergy_Bliss=-8.95, Synergy_Loewe=-9.21, Synergy_HSA=-4.01. (3) Drug 1: C1=C(C(=O)NC(=O)N1)F. Drug 2: CCCS(=O)(=O)NC1=C(C(=C(C=C1)F)C(=O)C2=CNC3=C2C=C(C=N3)C4=CC=C(C=C4)Cl)F. Cell line: RXF 393. Synergy scores: CSS=31.9, Synergy_ZIP=-8.58, Synergy_Bliss=-3.39, Synergy_Loewe=-1.78, Synergy_HSA=-1.04. (4) Drug 1: CCCS(=O)(=O)NC1=C(C(=C(C=C1)F)C(=O)C2=CNC3=C2C=C(C=N3)C4=CC=C(C=C4)Cl)F. Drug 2: CS(=O)(=O)CCNCC1=CC=C(O1)C2=CC3=C(C=C2)N=CN=C3NC4=CC(=C(C=C4)OCC5=CC(=CC=C5)F)Cl. Cell line: UO-31. Synergy scores: CSS=12.8, Synergy_ZIP=-3.08, Synergy_Bliss=1.17, Synergy_Loewe=2.26, Synergy_HSA=2.44. (5) Drug 1: CC12CCC3C(C1CCC2O)C(CC4=C3C=CC(=C4)O)CCCCCCCCCS(=O)CCCC(C(F)(F)F)(F)F. Drug 2: C1=CN(C=N1)CC(O)(P(=O)(O)O)P(=O)(O)O. Cell line: NCI-H522. Synergy scores: CSS=4.28, Synergy_ZIP=-1.42, Synergy_Bliss=-2.49, Synergy_Loewe=-2.34, Synergy_HSA=-2.02. (6) Drug 1: CC1C(C(=O)NC(C(=O)N2CCCC2C(=O)N(CC(=O)N(C(C(=O)O1)C(C)C)C)C)C(C)C)NC(=O)C3=C4C(=C(C=C3)C)OC5=C(C(=O)C(=C(C5=N4)C(=O)NC6C(OC(=O)C(N(C(=O)CN(C(=O)C7CCCN7C(=O)C(NC6=O)C(C)C)C)C)C(C)C)C)N)C. Drug 2: CCC1(CC2CC(C3=C(CCN(C2)C1)C4=CC=CC=C4N3)(C5=C(C=C6C(=C5)C78CCN9C7C(C=CC9)(C(C(C8N6C)(C(=O)OC)O)OC(=O)C)CC)OC)C(=O)OC)O.OS(=O)(=O)O. Cell line: A498. Synergy scores: CSS=0.702, Synergy_ZIP=-1.13, Synergy_Bliss=-0.168, Synergy_Loewe=0.947, Synergy_HSA=1.07. (7) Drug 1: C1=NC(=NC(=O)N1C2C(C(C(O2)CO)O)O)N. Drug 2: CC(C)CN1C=NC2=C1C3=CC=CC=C3N=C2N. Cell line: HS 578T. Synergy scores: CSS=23.9, Synergy_ZIP=6.04, Synergy_Bliss=2.53, Synergy_Loewe=0.900, Synergy_HSA=0.0431.